This data is from Reaction yield outcomes from USPTO patents with 853,638 reactions. The task is: Predict the reaction yield, written as a fraction of the theoretical maximum amount of product (1.0 means a 100% yield; for example, 0.34 means a 34% yield). The product is [F:14][C:15]([F:17])([F:16])[C:7]1[C:5](=[O:6])[NH:4][C:2](=[O:3])[NH:1][CH:8]=1. The reactants are [NH:1]1[CH:8]=[CH:7][C:5](=[O:6])[NH:4][C:2]1=[O:3].S(=O)(=O)(O)O.[F:14][C:15](I)([F:17])[F:16].OO. The catalyst is S([O-])([O-])(=O)=O.[Fe+2].CS(C)=O. The yield is 0.970.